This data is from Full USPTO retrosynthesis dataset with 1.9M reactions from patents (1976-2016). The task is: Predict the reactants needed to synthesize the given product. (1) Given the product [CH3:50][NH:51][C:12]([C:10]1[CH:9]=[CH:8][C:7]2[N:3]([CH2:1][CH3:2])[C:4]([NH:15][C:16]3[S:17][C:18]4[CH:24]=[C:23]([O:25][C:26]([F:28])([F:27])[F:29])[CH:22]=[CH:21][C:19]=4[N:20]=3)=[N:5][C:6]=2[CH:11]=1)=[O:14], predict the reactants needed to synthesize it. The reactants are: [CH2:1]([N:3]1[C:7]2[CH:8]=[CH:9][C:10]([C:12]([OH:14])=O)=[CH:11][C:6]=2[N:5]=[C:4]1[NH:15][C:16]1[S:17][C:18]2[CH:24]=[C:23]([O:25][C:26]([F:29])([F:28])[F:27])[CH:22]=[CH:21][C:19]=2[N:20]=1)[CH3:2].CN.C1C=CC(P(N=[N+]=[N-])(C2C=CC=CC=2)=O)=CC=1.C[CH2:50][N:51](C(C)C)C(C)C. (2) Given the product [C:13]([O:12][C:10]([N:1]1[CH2:9][CH2:8][CH2:7][C@@H:3]([C:4]([NH2:6])=[O:5])[CH2:2]1)=[O:11])([CH3:16])([CH3:15])[CH3:14], predict the reactants needed to synthesize it. The reactants are: [NH:1]1[CH2:9][CH2:8][CH2:7][CH:3]([C:4]([NH2:6])=[O:5])[CH2:2]1.[C:10](O[C:10]([O:12][C:13]([CH3:16])([CH3:15])[CH3:14])=[O:11])([O:12][C:13]([CH3:16])([CH3:15])[CH3:14])=[O:11].[OH-].[Na+]. (3) Given the product [CH2:3]([O:15][CH2:14][C:4]1[CH:9]=[CH:8][CH:7]=[CH:6][CH:5]=1)[C:4]1[CH:9]=[CH:8][CH:7]=[CH:6][CH:5]=1, predict the reactants needed to synthesize it. The reactants are: [H-].[Na+].[CH2:3](Br)[C:4]1[CH:9]=[CH:8][CH:7]=[CH:6][CH:5]=1.CN([CH:14]=[O:15])C. (4) The reactants are: Cl[C:2]1[N:3]=[N:4][C:5]([C:8]2[O:12][N:11]=[C:10]([CH3:13])[N:9]=2)=[CH:6][CH:7]=1.[NH:14]1[CH2:18][CH2:17][C:16]2([C:26]3[C:21](=[CH:22][CH:23]=[CH:24][CH:25]=3)[NH:20][C:19]2=[O:27])[CH2:15]1.C(=O)([O-])[O-].[K+].[K+]. Given the product [CH3:13][C:10]1[N:9]=[C:8]([C:5]2[N:4]=[N:3][C:2]([N:14]3[CH2:18][CH2:17][C:16]4([C:26]5[C:21](=[CH:22][CH:23]=[CH:24][CH:25]=5)[NH:20][C:19]4=[O:27])[CH2:15]3)=[CH:7][CH:6]=2)[O:12][N:11]=1, predict the reactants needed to synthesize it. (5) Given the product [CH2:12]([O:14][C:15](=[O:39])[CH2:16][C:17]1([CH2:20][CH2:21][CH:22]([CH:37]=[O:38])[CH2:23][C:24]2[CH:25]=[CH:26][C:27]([C:28]([O:30][C:31]([CH3:32])([CH3:33])[CH3:34])=[O:29])=[CH:35][CH:36]=2)[CH2:19][CH2:18]1)[CH3:13], predict the reactants needed to synthesize it. The reactants are: [Cr](Cl)([O-])(=O)=O.[NH+]1C=CC=CC=1.[CH2:12]([O:14][C:15](=[O:39])[CH2:16][C:17]1([CH2:20][CH2:21][CH:22]([CH2:37][OH:38])[CH2:23][C:24]2[CH:36]=[CH:35][C:27]([C:28]([O:30][C:31]([CH3:34])([CH3:33])[CH3:32])=[O:29])=[CH:26][CH:25]=2)[CH2:19][CH2:18]1)[CH3:13]. (6) Given the product [F:1][C:2]1[CH:3]=[CH:4][C:5]([O:14][CH3:15])=[C:6]([CH:8]2[CH2:13][CH2:12][N:11]([CH2:17][CH2:18][N:19]3[C:20](=[O:30])[CH2:21][C:22]4([CH2:26][CH2:25][CH2:24][CH2:23]4)[CH2:27][C:28]3=[O:29])[CH2:10][CH2:9]2)[CH:7]=1, predict the reactants needed to synthesize it. The reactants are: [F:1][C:2]1[CH:3]=[CH:4][C:5]([O:14][CH3:15])=[C:6]([CH:8]2[CH2:13][CH2:12][NH:11][CH2:10][CH2:9]2)[CH:7]=1.Cl[CH2:17][CH2:18][N:19]1[C:28](=[O:29])[CH2:27][C:22]2([CH2:26][CH2:25][CH2:24][CH2:23]2)[CH2:21][C:20]1=[O:30]. (7) Given the product [F:20][C:18]1[CH:17]=[CH:16][C:15]([OH:21])=[C:14]([CH:11]2[CH2:10][CH2:9][NH:8][CH2:13][CH2:12]2)[CH:19]=1, predict the reactants needed to synthesize it. The reactants are: C(OC([N:8]1[CH2:13][CH2:12][CH:11]([C:14]2[CH:19]=[C:18]([F:20])[CH:17]=[CH:16][C:15]=2[O:21]C)[CH2:10][CH2:9]1)=O)(C)(C)C.B(Br)(Br)Br.C(=O)([O-])O.[Na+].